From a dataset of Full USPTO retrosynthesis dataset with 1.9M reactions from patents (1976-2016). Predict the reactants needed to synthesize the given product. (1) The reactants are: C(O[C:6](=O)[N:7]([CH2:9][C:10]1[C:19]2[C:14](=[CH:15][C:16]([S:20]([C:23]3[CH:28]=[CH:27][CH:26]=[CH:25][CH:24]=3)(=[O:22])=[O:21])=[CH:17][CH:18]=2)[CH:13]=[CH:12][CH:11]=1)C)(C)(C)C.Cl. Given the product [C:23]1([S:20]([C:16]2[CH:15]=[C:14]3[C:19](=[CH:18][CH:17]=2)[C:10]([CH2:9][NH:7][CH3:6])=[CH:11][CH:12]=[CH:13]3)(=[O:22])=[O:21])[CH:24]=[CH:25][CH:26]=[CH:27][CH:28]=1, predict the reactants needed to synthesize it. (2) Given the product [F:23][C:24]1[CH:25]=[C:26]([NH:31][C:7]2[C:12]([CH3:13])=[C:11]([CH3:14])[N:10]=[C:9]([NH:15][CH2:16][C:17]3[CH:22]=[CH:21][CH:20]=[CH:19][N:18]=3)[N:8]=2)[CH:27]=[CH:28][C:29]=1[F:30], predict the reactants needed to synthesize it. The reactants are: C1(N[C:7]2[C:12]([CH3:13])=[C:11]([CH3:14])[N:10]=[C:9]([NH:15][CH2:16][C:17]3[CH:22]=[CH:21][CH:20]=[CH:19][N:18]=3)[N:8]=2)CCCC1.[F:23][C:24]1[CH:25]=[C:26]([NH2:31])[CH:27]=[CH:28][C:29]=1[F:30]. (3) Given the product [Br:5][CH2:1][CH2:17][CH:16]([CH3:20])[C:15]([NH:14][N:13]=[C:12]([C:22]1[CH:27]=[CH:26][CH:25]=[CH:24][CH:23]=1)[C:6]1[CH:7]=[CH:8][CH:9]=[CH:10][CH:11]=1)=[O:21], predict the reactants needed to synthesize it. The reactants are: [C:1]([Br:5])(Br)(Br)Br.[C:6]1([C:12]([C:22]2[CH:27]=[CH:26][CH:25]=[CH:24][CH:23]=2)=[N:13][NH:14][C:15](=[O:21])[CH:16]([CH3:20])[CH2:17]CO)[CH:11]=[CH:10][CH:9]=[CH:8][CH:7]=1.C1(P(C2C=CC=CC=2)C2C=CC=CC=2)C=CC=CC=1. (4) The reactants are: [NH2:1][CH2:2][C:3]1([C:16]2[CH:21]=[CH:20][CH:19]=[CH:18][CH:17]=2)[CH2:8][CH2:7][N:6]([C:9]([O:11][C:12]([CH3:15])([CH3:14])[CH3:13])=[O:10])[CH2:5][CH2:4]1.[C:22](OC(=O)C)(=[O:24])[CH3:23]. Given the product [C:22]([NH:1][CH2:2][C:3]1([C:16]2[CH:17]=[CH:18][CH:19]=[CH:20][CH:21]=2)[CH2:8][CH2:7][N:6]([C:9]([O:11][C:12]([CH3:14])([CH3:15])[CH3:13])=[O:10])[CH2:5][CH2:4]1)(=[O:24])[CH3:23], predict the reactants needed to synthesize it. (5) Given the product [CH3:32][O:16][C:14](=[O:15])[C:13]1[CH:17]=[C:18]([CH2:21][OH:22])[CH:19]=[CH:20][C:12]=1[CH2:11][N:9]([CH2:8][CH2:7][CH2:6][CH2:5][N:4]([CH2:29][CH2:30][CH3:31])[CH2:1][CH2:2][CH3:3])[CH3:10], predict the reactants needed to synthesize it. The reactants are: [CH2:1]([N:4]([CH2:29][CH2:30][CH3:31])[CH2:5][CH2:6][CH2:7][CH2:8][N:9]([CH2:11][C:12]1[CH:20]=[CH:19][C:18]([CH2:21][O:22]CC(OC)OC)=[CH:17][C:13]=1[C:14]([OH:16])=[O:15])[CH3:10])[CH2:2][CH3:3].[CH3:32]CN=C=NCCCN(C)C.Cl.C1C=CC2N(O)N=NC=2C=1.